Dataset: Full USPTO retrosynthesis dataset with 1.9M reactions from patents (1976-2016). Task: Predict the reactants needed to synthesize the given product. (1) Given the product [CH3:1][O:2][C:3]1[CH:8]=[C:7]2[C:6](=[CH:5][CH:4]=1)[NH:9][C:16]([CH3:18])([CH3:17])[CH:15]=[C:13]2[CH3:14], predict the reactants needed to synthesize it. The reactants are: [CH3:1][O:2][C:3]1[CH:8]=[CH:7][C:6]([NH2:9])=[CH:5][CH:4]=1.II.O=[C:13]([CH:15]=[C:16]([CH3:18])[CH3:17])[CH3:14]. (2) Given the product [CH3:9][O:8][C:5]1[N:4]2[N:10]=[C:11]([C:13]([F:16])([F:15])[F:14])[CH:12]=[C:3]2[C:2]([B:17]2[O:21][C:20]([CH3:23])([CH3:22])[C:19]([CH3:25])([CH3:24])[O:18]2)=[CH:7][CH:6]=1, predict the reactants needed to synthesize it. The reactants are: Br[C:2]1[C:3]2[N:4]([N:10]=[C:11]([C:13]([F:16])([F:15])[F:14])[CH:12]=2)[C:5]([O:8][CH3:9])=[CH:6][CH:7]=1.[B:17]1([B:17]2[O:21][C:20]([CH3:23])([CH3:22])[C:19]([CH3:25])([CH3:24])[O:18]2)[O:21][C:20]([CH3:23])([CH3:22])[C:19]([CH3:25])([CH3:24])[O:18]1.C(C(CCCC)C([O-])=O)C.[K+]. (3) Given the product [Cl:21][C:14]1[C:15]([F:20])=[CH:16][CH:17]=[C:18]([Cl:19])[C:13]=1[CH:11]([C:10]1[C:4]2[C:5](=[N:6][CH:7]=[C:2]([C:41]3[CH:42]=[N:43][N:44]([CH:46]4[CH2:51][CH2:50][NH:49][CH2:48][CH2:47]4)[CH:45]=3)[CH:3]=2)[NH:8][CH:9]=1)[CH3:12], predict the reactants needed to synthesize it. The reactants are: Br[C:2]1[CH:3]=[C:4]2[C:10]([CH:11]([C:13]3[C:18]([Cl:19])=[CH:17][CH:16]=[C:15]([F:20])[C:14]=3[Cl:21])[CH3:12])=[CH:9][NH:8][C:5]2=[N:6][CH:7]=1.ClC1C=CC=C(Cl)C=1C(C1C2C(=NC=C([C:41]3[CH:42]=[N:43][N:44]([CH:46]4[CH2:51][CH2:50][NH:49][CH2:48][CH2:47]4)[CH:45]=3)C=2)NC=1)C. (4) Given the product [CH3:1][C:2]1[CH:7]=[CH:6][CH:5]=[CH:4][C:3]=1[C:8]1[C:9]2[CH:16]=[C:15]([CH2:17][OH:18])[CH:14]=[CH:13][C:10]=2[S:11][CH:12]=1, predict the reactants needed to synthesize it. The reactants are: [CH3:1][C:2]1[CH:7]=[CH:6][CH:5]=[CH:4][C:3]=1[C:8]1[C:9]2[CH:16]=[C:15]([CH:17]=[O:18])[CH:14]=[CH:13][C:10]=2[S:11][CH:12]=1.C1(C)C=CC=CC=1.CO.[BH4-].[Na+]. (5) Given the product [F:1][C:2]([F:20])([F:21])[C:3]1[CH:4]=[C:5]([C:13]2([C:16]([OH:18])=[O:17])[CH2:15][CH2:14]2)[CH:6]=[C:7]([C:9]([F:11])([F:12])[F:10])[CH:8]=1, predict the reactants needed to synthesize it. The reactants are: [F:1][C:2]([F:21])([F:20])[C:3]1[CH:4]=[C:5]([C:13]2([C:16]([O:18]C)=[O:17])[CH2:15][CH2:14]2)[CH:6]=[C:7]([C:9]([F:12])([F:11])[F:10])[CH:8]=1.[OH-].[Na+].Cl. (6) Given the product [C:27]([O:17][CH2:1][CH2:2][CH2:3][CH2:4][CH2:5][CH2:6][CH2:7][CH2:8][CH2:9][CH2:10][CH2:11][CH2:12][CH2:13][CH2:14][CH2:15][CH3:16])(=[O:28])[CH2:26][CH2:25][CH2:24][CH2:23][CH2:22][CH2:18][CH2:19][CH2:1]/[CH:2]=[CH:3]\[CH2:4][CH2:5][CH3:6], predict the reactants needed to synthesize it. The reactants are: [CH2:1]([OH:17])[CH2:2][CH2:3][CH2:4][CH2:5][CH2:6][CH2:7][CH2:8][CH2:9][CH2:10][CH2:11][CH2:12][CH2:13][CH2:14][CH2:15][CH3:16].[CH2:18]1[CH:22]([CH2:23][CH2:24][CH2:25][CH2:26][C:27](N)=[O:28])SS[CH2:19]1.